Task: Predict the reactants needed to synthesize the given product.. Dataset: Full USPTO retrosynthesis dataset with 1.9M reactions from patents (1976-2016) (1) The reactants are: [F:1][C:2]1[C:3]([C:22]2[N:26]([CH:27]3[CH2:32][CH2:31][O:30][CH2:29][CH2:28]3)[C:25]([CH3:33])=[N:24][CH:23]=2)=[N:4][C:5]([NH:8][CH:9]2[CH2:14][CH2:13][N:12](C(OC(C)(C)C)=O)[CH2:11][CH2:10]2)=[N:6][CH:7]=1.[C:34]1([CH2:40][S:41](Cl)(=[O:43])=[O:42])[CH:39]=[CH:38][CH:37]=[CH:36][CH:35]=1. Given the product [CH2:40]([S:41]([N:12]1[CH2:13][CH2:14][CH:9]([NH:8][C:5]2[N:4]=[C:3]([C:22]3[N:26]([CH:27]4[CH2:32][CH2:31][O:30][CH2:29][CH2:28]4)[C:25]([CH3:33])=[N:24][CH:23]=3)[C:2]([F:1])=[CH:7][N:6]=2)[CH2:10][CH2:11]1)(=[O:43])=[O:42])[C:34]1[CH:39]=[CH:38][CH:37]=[CH:36][CH:35]=1, predict the reactants needed to synthesize it. (2) Given the product [Cl:31][C:30]1[C:7]2[C:6]([O:5][C:4]3[CH:3]=[C:2]([NH:1][C:53](=[O:56])[CH:54]=[CH2:55])[CH:42]=[C:41]([F:43])[CH:40]=3)=[N:11][C:10]([NH:12][C:13]3[CH:18]=[CH:17][C:16]([N:19]4[CH2:20][CH2:21][N:22]([CH3:25])[CH2:23][CH2:24]4)=[CH:15][C:14]=3[O:26][CH3:27])=[N:9][C:8]=2[N:28]([CH2:32][O:33][CH2:34][CH2:35][Si:36]([CH3:37])([CH3:38])[CH3:39])[CH:29]=1, predict the reactants needed to synthesize it. The reactants are: [NH2:1][C:2]1[CH:3]=[C:4]([CH:40]=[C:41]([F:43])[CH:42]=1)[O:5][C:6]1[C:7]2[C:30]([Cl:31])=[CH:29][N:28]([CH2:32][O:33][CH2:34][CH2:35][Si:36]([CH3:39])([CH3:38])[CH3:37])[C:8]=2[N:9]=[C:10]([NH:12][C:13]2[CH:18]=[CH:17][C:16]([N:19]3[CH2:24][CH2:23][N:22]([CH3:25])[CH2:21][CH2:20]3)=[CH:15][C:14]=2[O:26][CH3:27])[N:11]=1.CCN(C(C)C)C(C)C.[C:53](Cl)(=[O:56])[CH:54]=[CH2:55]. (3) Given the product [CH2:12]([C:14]1([CH2:19][CH3:20])[CH2:15][O:16][CH:10]([C:7]2[CH:8]=[CH:9][C:2]([F:1])=[C:3]([C:4]#[N:5])[CH:6]=2)[O:11][CH2:17]1)[CH3:13], predict the reactants needed to synthesize it. The reactants are: [F:1][C:2]1[CH:9]=[CH:8][C:7]([CH:10]=[O:11])=[CH:6][C:3]=1[C:4]#[N:5].[CH2:12]([C:14]([CH2:19][CH3:20])([CH2:17]O)[CH2:15][OH:16])[CH3:13].O.C1(C)C=CC(S(O)(=O)=O)=CC=1. (4) Given the product [CH3:37][C:32]1([CH3:38])[C:33]([CH3:36])([CH3:35])[O:34][B:30]([C:2]2[CH:3]=[C:4]([NH:14][C:15]3[N:20]=[C:19]([C:21]([F:24])([F:23])[F:22])[CH:18]=[CH:17][N:16]=3)[CH:5]=[C:6]([NH:8][CH2:9][C:10]([F:13])([F:12])[F:11])[CH:7]=2)[O:31]1, predict the reactants needed to synthesize it. The reactants are: Br[C:2]1[CH:3]=[C:4]([NH:14][C:15]2[N:20]=[C:19]([C:21]([F:24])([F:23])[F:22])[CH:18]=[CH:17][N:16]=2)[CH:5]=[C:6]([NH:8][CH2:9][C:10]([F:13])([F:12])[F:11])[CH:7]=1.C([O-])(=O)C.[K+].[B:30]1([B:30]2[O:34][C:33]([CH3:36])([CH3:35])[C:32]([CH3:38])([CH3:37])[O:31]2)[O:34][C:33]([CH3:36])([CH3:35])[C:32]([CH3:38])([CH3:37])[O:31]1.C1(P(C2CCCCC2)C2C=CC=CC=2C2C(C(C)C)=CC(C(C)C)=CC=2C(C)C)CCCCC1. (5) Given the product [Cl:1][C:2]1[C:3]([C:10]([OH:12])=[O:11])=[N:4][CH:5]=[C:6]([C:8](=[N:13][OH:14])[NH2:9])[CH:7]=1, predict the reactants needed to synthesize it. The reactants are: [Cl:1][C:2]1[C:3]([C:10]([OH:12])=[O:11])=[N:4][CH:5]=[C:6]([C:8]#[N:9])[CH:7]=1.[NH2:13][OH:14]. (6) Given the product [CH2:15]([C:8]1[CH:9]=[N:10][C:11]2[C:6]([CH:7]=1)=[C:5]1[CH:17]=[CH:18][C:2]([CH3:1])=[CH:3][C:4]1=[N:13][C:12]=2[NH2:14])[CH3:16], predict the reactants needed to synthesize it. The reactants are: [CH3:1][C:2]1[CH:18]=[CH:17][C:5]2=[C:6]3[C:11](=[C:12]([NH2:14])[N:13]=[C:4]2[CH:3]=1)[N:10]=[CH:9][C:8]([CH:15]=[CH2:16])=[CH:7]3.[H][H]. (7) The reactants are: C(Cl)(=O)C(Cl)=O.[Br:7][C:8]1[CH:16]=[CH:15][C:11]([C:12]([OH:14])=O)=[C:10]([CH3:17])[CH:9]=1.[CH3:18][N:19]1[CH2:24][CH2:23][NH:22][CH2:21][CH2:20]1. Given the product [Br:7][C:8]1[CH:16]=[CH:15][C:11]([C:12]([N:22]2[CH2:23][CH2:24][N:19]([CH3:18])[CH2:20][CH2:21]2)=[O:14])=[C:10]([CH3:17])[CH:9]=1, predict the reactants needed to synthesize it. (8) Given the product [CH2:20]([O:22][C:23](=[O:28])[C@H:24]([CH2:26][OH:27])[NH:25][C:16](=[O:18])[C@H:14]([CH3:15])[NH:13][C:11](=[O:12])[CH2:10][C:6]1[CH:7]=[CH:8][CH:9]=[C:4]([N+:1]([O-:3])=[O:2])[CH:5]=1)[CH3:21], predict the reactants needed to synthesize it. The reactants are: [N+:1]([C:4]1[CH:5]=[C:6]([CH2:10][C:11]([NH:13][C@H:14]([C:16]([OH:18])=O)[CH3:15])=[O:12])[CH:7]=[CH:8][CH:9]=1)([O-:3])=[O:2].Cl.[CH2:20]([O:22][C:23](=[O:28])[C@H:24]([CH2:26][OH:27])[NH2:25])[CH3:21]. (9) Given the product [N:12]1([CH:17]2[CH2:22][CH2:21][N:20]([C:2]3[CH:11]=[CH:10][C:5]([C:6]([O:8][CH3:9])=[O:7])=[CH:4][CH:3]=3)[CH2:19][CH2:18]2)[CH2:16][CH2:15][CH2:14][CH2:13]1, predict the reactants needed to synthesize it. The reactants are: F[C:2]1[CH:11]=[CH:10][C:5]([C:6]([O:8][CH3:9])=[O:7])=[CH:4][CH:3]=1.[N:12]1([CH:17]2[CH2:22][CH2:21][NH:20][CH2:19][CH2:18]2)[CH2:16][CH2:15][CH2:14][CH2:13]1. (10) Given the product [CH2:18]([C:17]([F:20])([CH2:21][CH3:22])[CH2:16][N:13]1[CH2:14][CH2:15][CH:10]([CH2:9][O:8][C:5]2[N:6]=[CH:7][C:2]([C:30]3[CH:31]=[CH:32][C:27]([C:25]([O:24][CH3:23])=[O:26])=[CH:28][CH:29]=3)=[CH:3][CH:4]=2)[CH2:11][CH2:12]1)[CH3:19], predict the reactants needed to synthesize it. The reactants are: Br[C:2]1[CH:3]=[CH:4][C:5]([O:8][CH2:9][CH:10]2[CH2:15][CH2:14][N:13]([CH2:16][C:17]([CH2:21][CH3:22])([F:20])[CH2:18][CH3:19])[CH2:12][CH2:11]2)=[N:6][CH:7]=1.[CH3:23][O:24][C:25]([C:27]1[CH:32]=[CH:31][C:30](B(O)O)=[CH:29][CH:28]=1)=[O:26].C([O-])([O-])=O.[Na+].[Na+].